Dataset: Forward reaction prediction with 1.9M reactions from USPTO patents (1976-2016). Task: Predict the product of the given reaction. Given the reactants [CH2:1]1[C:6]2([CH2:11][CH2:10][NH:9][CH2:8][CH2:7]2)[CH2:5][CH2:4][CH:3]([NH:12][C:13]2[C:18]([Cl:19])=[CH:17][N:16]=[C:15]([NH:20][C:21]3[CH:22]=[CH:23][C:24]4[C:28]([CH:29]=3)=[N:27][N:26]([CH3:30])[C:25]=4[CH3:31])[N:14]=2)[CH2:2]1.C(N(CC)CC)C.[C:39](OC(=O)C)(=[O:41])[CH3:40], predict the reaction product. The product is: [Cl:19][C:18]1[C:13]([NH:12][CH:3]2[CH2:4][CH2:5][C:6]3([CH2:7][CH2:8][N:9]([C:39](=[O:41])[CH3:40])[CH2:10][CH2:11]3)[CH2:1][CH2:2]2)=[N:14][C:15]([NH:20][C:21]2[CH:22]=[CH:23][C:24]3[C:28]([CH:29]=2)=[N:27][N:26]([CH3:30])[C:25]=3[CH3:31])=[N:16][CH:17]=1.